From a dataset of Forward reaction prediction with 1.9M reactions from USPTO patents (1976-2016). Predict the product of the given reaction. (1) Given the reactants [Cl:1][C:2]1[CH:7]=[CH:6][C:5]([CH3:8])=[CH:4][C:3]=1[NH:9][C:10]1[NH:11][C:12]2[C:18]3[CH2:19][C:20]([CH3:23])([CH3:22])[O:21][C:17]=3[C:16]([C:24](O)=[O:25])=[CH:15][C:13]=2[N:14]=1.S(Cl)(Cl)=O.[F:31][C:32]([F:41])([F:40])[C:33]1[CH:34]=[C:35]([NH2:39])[CH:36]=[CH:37][CH:38]=1.CCN(C(C)C)C(C)C, predict the reaction product. The product is: [Cl:1][C:2]1[CH:7]=[CH:6][C:5]([CH3:8])=[CH:4][C:3]=1[NH:9][C:10]1[NH:11][C:12]2[C:18]3[CH2:19][C:20]([CH3:23])([CH3:22])[O:21][C:17]=3[C:16]([C:24]([NH:39][C:35]3[CH:36]=[CH:37][CH:38]=[C:33]([C:32]([F:31])([F:40])[F:41])[CH:34]=3)=[O:25])=[CH:15][C:13]=2[N:14]=1. (2) Given the reactants [F:1][C:2]([F:14])([F:13])[C:3]1[CH:12]=[CH:11][C:6]([CH2:7][N:8]=[C:9]=[O:10])=[CH:5][CH:4]=1.[CH:15]1[N:16]=[CH:17][N:18]2[C:23]([NH2:24])=[CH:22][CH:21]=[CH:20][C:19]=12, predict the reaction product. The product is: [CH:15]1[N:16]=[CH:17][N:18]2[C:23]([NH:24][C:9]([NH:8][CH2:7][C:6]3[CH:11]=[CH:12][C:3]([C:2]([F:13])([F:14])[F:1])=[CH:4][CH:5]=3)=[O:10])=[CH:22][CH:21]=[CH:20][C:19]=12. (3) The product is: [Br:11][C:9]1[CH:8]=[N:7][C:6]2=[C:2]([N:12]([CH2:16][CH2:17][OH:18])[CH2:13][CH2:14][OH:15])[S:3][N:4]=[C:5]2[CH:10]=1. Given the reactants Br[C:2]1[S:3][N:4]=[C:5]2[CH:10]=[C:9]([Br:11])[CH:8]=[N:7][C:6]=12.[NH:12]([CH2:16][CH2:17][OH:18])[CH2:13][CH2:14][OH:15], predict the reaction product. (4) Given the reactants [O:1]=C[C@@H]([C@H]([C@@H]([C@@H](CO)O)O)O)O.OP([O-])(O)=O.[K+].OP([O-])([O-])=O.[K+].[K+].[Cl-].[K+].[OH:28][C@H:29]1[CH2:34][CH2:33][C@H:32]2[C@H:35]3[C@H:44]([CH2:45][CH2:46][C@:30]12[CH3:31])[C@@H:43]1[C:38](=[CH:39][C:40](=[O:47])[CH2:41][CH2:42]1)[CH2:37][C@H:36]3[CH3:48], predict the reaction product. The product is: [OH:1][C@@H:45]1[CH2:46][C@@:30]2([CH3:31])[C@@H:32]([CH2:33][CH2:34][C@@H:29]2[OH:28])[C@H:35]2[C@H:44]1[C@@H:43]1[C:38]([CH2:37][C@H:36]2[CH3:48])=[CH:39][C:40](=[O:47])[CH2:41][CH2:42]1. (5) Given the reactants C([O-])([O-])=O.[K+].[K+].[F:7][C:8]1[CH:9]=[CH:10][C:11]([OH:16])=[C:12]([CH:15]=1)[CH:13]=O.Cl[CH2:18][C:19](=[O:21])[CH3:20], predict the reaction product. The product is: [F:7][C:8]1[CH:9]=[CH:10][C:11]2[O:16][C:18]([C:19](=[O:21])[CH3:20])=[CH:13][C:12]=2[CH:15]=1. (6) The product is: [C:1]([Si:5]([CH3:24])([CH3:25])[O:6][CH2:7][CH2:8][CH:9]=[CH:10][C:45]1[CH:44]=[CH:43][C:42]([C:39]2[CH:38]=[CH:37][C:36]([C:34]#[N:35])=[CH:41][CH:40]=2)=[CH:47][CH:46]=1)([CH3:2])([CH3:3])[CH3:4]. Given the reactants [C:1]([Si:5]([CH3:25])([CH3:24])[O:6][CH2:7][CH2:8][CH:9]=[CH:10][Sn](CCCC)(CCCC)CCCC)([CH3:4])([CH3:3])[CH3:2].OS(C(F)(F)F)(=O)=O.[C:34]([C:36]1[CH:41]=[CH:40][C:39]([C:42]2[CH:47]=[CH:46][CH:45]=[CH:44][CH:43]=2)=[CH:38][CH:37]=1)#[N:35], predict the reaction product. (7) Given the reactants [CH3:1][C:2]1[O:6][C:5]([C:7]2[CH:12]=[CH:11][C:10]([N+:13]([O-])=O)=[CH:9][CH:8]=2)=[N:4][C:3]=1[C:16]1[CH:21]=[CH:20][CH:19]=[CH:18][CH:17]=1, predict the reaction product. The product is: [CH3:1][C:2]1[O:6][C:5]([C:7]2[CH:8]=[CH:9][C:10]([NH2:13])=[CH:11][CH:12]=2)=[N:4][C:3]=1[C:16]1[CH:17]=[CH:18][CH:19]=[CH:20][CH:21]=1.